Dataset: Catalyst prediction with 721,799 reactions and 888 catalyst types from USPTO. Task: Predict which catalyst facilitates the given reaction. (1) Reactant: CS(C)=O.Cl.Cl.Cl.Cl.[NH2:9][CH2:10][CH2:11][CH2:12][NH:13][CH2:14][CH2:15][CH2:16][CH2:17][NH:18][CH2:19][CH2:20][CH2:21][NH2:22]. Product: [NH2:22][CH2:21][CH2:20][CH2:19][NH:18][CH2:17][CH2:16][CH2:15][CH2:14][NH:13][CH2:12][CH2:11][CH2:10][NH2:9]. The catalyst class is: 6. (2) Reactant: C[O:2][C:3]1[CH:4]=[CH:5][C:6]2[O:10][C:9]([C:11]3[CH:19]=[CH:18][C:14]([C:15]([NH2:17])=[O:16])=[CH:13][N:12]=3)=[CH:8][C:7]=2[CH:20]=1.C(Cl)Cl.B(Br)(Br)Br.C([O-])(O)=O.[Na+]. Product: [OH:2][C:3]1[CH:4]=[CH:5][C:6]2[O:10][C:9]([C:11]3[CH:19]=[CH:18][C:14]([C:15]([NH2:17])=[O:16])=[CH:13][N:12]=3)=[CH:8][C:7]=2[CH:20]=1. The catalyst class is: 6. (3) Reactant: [NH2:1][C:2]1[CH:7]=[C:6]([CH3:8])[CH:5]=[CH:4][C:3]=1[OH:9].[CH3:10][S:11][C:12]1[S:16][C:15]2=[N:17][C:18]([C:20](Cl)=[O:21])=[CH:19][N:14]2[N:13]=1.CCN(C(C)C)C(C)C. Product: [OH:9][C:3]1[CH:4]=[CH:5][C:6]([CH3:8])=[CH:7][C:2]=1[NH:1][C:20]([C:18]1[N:17]=[C:15]2[N:14]([CH:19]=1)[N:13]=[C:12]([S:11][CH3:10])[S:16]2)=[O:21]. The catalyst class is: 23. (4) Reactant: [Cl:1][C:2]1[CH:3]=[CH:4][C:5]([N+:10]([O-:12])=[O:11])=[C:6]([CH:9]=1)C=O.[CH3:13][O:14][CH:15](OC)[O:16][CH3:17].CC1C=CC(S(O)(=O)=O)=CC=1.C([O-])([O-])=O.[Na+].[Na+]. Product: [Cl:1][C:2]1[CH:3]=[CH:4][C:5]([N+:10]([O-:12])=[O:11])=[C:6]([CH:15]([O:16][CH3:17])[O:14][CH3:13])[CH:9]=1. The catalyst class is: 5. (5) The catalyst class is: 4. Reactant: [CH3:1][NH:2][CH2:3][CH2:4][CH2:5][OH:6].C(N(CC)CC)C.Cl[C:15]([O:17][CH:18]([Cl:20])[CH3:19])=[O:16].[C:21](OC(=O)C)(=[O:23])[CH3:22].N1C=CC=CC=1. Product: [C:21]([O:6][CH2:5][CH2:4][CH2:3][N:2]([C:15]([O:17][CH:18]([Cl:20])[CH3:19])=[O:16])[CH3:1])(=[O:23])[CH3:22].